This data is from Catalyst prediction with 721,799 reactions and 888 catalyst types from USPTO. The task is: Predict which catalyst facilitates the given reaction. (1) Reactant: CS(C)=O.[F:5][C:6]1[CH:13]=[C:12]([O:14][CH2:15][CH2:16][CH2:17][CH:18]2[CH2:23][CH2:22][NH:21][CH2:20][CH2:19]2)[CH:11]=[CH:10][C:7]=1[C:8]#[N:9].Cl[CH2:25][CH2:26][CH2:27][O:28][C:29]1[CH:36]=[CH:35][C:32]([C:33]#[N:34])=[C:31]([F:37])[CH:30]=1.C(N(C(C)C)C(C)C)C. Product: [C:33]([C:32]1[CH:35]=[CH:36][C:29]([O:28][CH2:27][CH2:26][CH2:25][N:21]2[CH2:22][CH2:23][CH:18]([CH2:17][CH2:16][CH2:15][O:14][C:12]3[CH:11]=[CH:10][C:7]([C:8]#[N:9])=[C:6]([F:5])[CH:13]=3)[CH2:19][CH2:20]2)=[CH:30][C:31]=1[F:37])#[N:34]. The catalyst class is: 6. (2) Reactant: [CH3:1][CH2:2][CH:3]([OH:9])[CH2:4][CH2:5][CH2:6][CH:7]=[CH2:8].ICC(N)=O.O.N(/C(C#N)(C)C[CH2:20][C:21]([OH:23])=[O:22])=N\C(C#N)(C)C[CH2:20][C:21]([OH:23])=[O:22]. Product: [OH:9][CH:3]([CH2:2][CH3:1])[CH2:4][CH2:5][CH2:6][CH:7]1[O:23][C:21](=[O:22])[CH2:20][CH2:8]1. The catalyst class is: 2. (3) Reactant: [CH3:1][C:2]1[S:6][C:5]([NH2:7])=[N:4][N:3]=1.[H-].[Na+].[Cl:10][C:11]1[CH:12]=[C:13]([CH:30]=[CH:31][CH:32]=1)[CH2:14][NH:15][C:16]([C:18]1[CH:26]=[CH:25][C:21]([C:22]([O-])=[O:23])=[C:20]([N:27]=[C:28]=[S:29])[CH:19]=1)=[O:17]. Product: [Cl:10][C:11]1[CH:12]=[C:13]([CH2:14][NH:15][C:16]([C:18]2[CH:19]=[C:20]3[C:21]([C:22](=[O:23])[N:7]([C:5]4[S:6][C:2]([CH3:1])=[N:3][N:4]=4)[C:28](=[S:29])[NH:27]3)=[CH:25][CH:26]=2)=[O:17])[CH:30]=[CH:31][CH:32]=1. The catalyst class is: 16. (4) Reactant: [Br:1][C:2]1[C:10]([F:11])=[CH:9][C:8]([C:12]([NH2:14])=O)=[C:7]2[C:3]=1[C:4]([CH3:16])=[C:5]([CH3:15])[NH:6]2.N1C=CC=CC=1.P(Cl)(Cl)(Cl)=O. Product: [Br:1][C:2]1[C:10]([F:11])=[CH:9][C:8]([C:12]#[N:14])=[C:7]2[C:3]=1[C:4]([CH3:16])=[C:5]([CH3:15])[NH:6]2. The catalyst class is: 4. (5) Reactant: [ClH:1].[CH3:2][C:3]1[CH:8]=[CH:7][C:6]([S:9]([N:12]2[CH2:16][CH2:15][CH2:14][CH2:13]2)(=[O:11])=[O:10])=[CH:5][C:4]=1[C:17]1[CH:22]=[CH:21][CH:20]=[C:19]([CH2:23][C@H:24]([NH:39][C:40]([C@H:42]2[CH2:47][CH2:46][C@H:45]([CH2:48][NH:49]C(=O)OC(C)(C)C)[CH2:44][CH2:43]2)=[O:41])[C:25](=[O:38])[NH:26][C:27]2[CH:32]=[CH:31][C:30]([C:33]3[NH:37][N:36]=[N:35][N:34]=3)=[CH:29][CH:28]=2)[CH:18]=1.C(#N)C. Product: [ClH:1].[NH2:49][CH2:48][C@H:45]1[CH2:46][CH2:47][C@H:42]([C:40]([NH:39][C@@H:24]([CH2:23][C:19]2[CH:18]=[C:17]([C:4]3[CH:5]=[C:6]([S:9]([N:12]4[CH2:13][CH2:14][CH2:15][CH2:16]4)(=[O:11])=[O:10])[CH:7]=[CH:8][C:3]=3[CH3:2])[CH:22]=[CH:21][CH:20]=2)[C:25](=[O:38])[NH:26][C:27]2[CH:32]=[CH:31][C:30]([C:33]3[NH:34][N:35]=[N:36][N:37]=3)=[CH:29][CH:28]=2)=[O:41])[CH2:43][CH2:44]1. The catalyst class is: 12. (6) Product: [C:23]([O:22][C:20]([N:27]1[CH2:32][C@@H:31]2[CH2:33][C@H:28]1[CH2:29][N:30]2[C:2]1[CH:7]=[CH:6][C:5]([N+:8]([O-:10])=[O:9])=[CH:4][CH:3]=1)=[O:21])([CH3:26])([CH3:24])[CH3:25]. Reactant: F[C:2]1[CH:7]=[CH:6][C:5]([N+:8]([O-:10])=[O:9])=[CH:4][CH:3]=1.CCN(C(C)C)C(C)C.[C:20]([N:27]1[CH2:32][C@@H:31]2[CH2:33][C@H:28]1[CH2:29][NH:30]2)([O:22][C:23]([CH3:26])([CH3:25])[CH3:24])=[O:21]. The catalyst class is: 10. (7) The catalyst class is: 589. Reactant: [H-].[Na+].[C:3]1([CH:9]([C:31]2[CH:36]=[CH:35][CH:34]=[CH:33][CH:32]=2)[N:10]2[CH2:15][CH2:14][CH:13]([CH2:16][CH2:17][CH2:18][CH2:19][NH:20][C:21](=[O:30])[CH2:22][CH2:23][C:24]3[CH:25]=[N:26][CH:27]=[CH:28][CH:29]=3)[CH2:12][CH2:11]2)[CH:8]=[CH:7][CH:6]=[CH:5][CH:4]=1.[CH2:37](I)[CH3:38]. Product: [C:31]1([CH:9]([C:3]2[CH:4]=[CH:5][CH:6]=[CH:7][CH:8]=2)[N:10]2[CH2:15][CH2:14][CH:13]([CH2:16][CH2:17][CH2:18][CH2:19][N:20]([CH2:37][CH3:38])[C:21](=[O:30])[CH2:22][CH2:23][C:24]3[CH:25]=[N:26][CH:27]=[CH:28][CH:29]=3)[CH2:12][CH2:11]2)[CH:32]=[CH:33][CH:34]=[CH:35][CH:36]=1. (8) Reactant: [OH:1][CH:2]([CH2:6][C:7]([OH:9])=[O:8])[C:3]([OH:5])=[O:4].[F:10][C:11]1[CH:12]=[C:13]2[C:17](=[CH:18][CH:19]=1)[NH:16][C:15](=[O:20])/[C:14]/2=[CH:21]\[C:22]1[NH:30][C:29]2[CH2:28][CH2:27][N:26]([CH2:31][C@H:32]([OH:40])[CH2:33][N:34]3[CH2:39][CH2:38][O:37][CH2:36][CH2:35]3)[C:25](=[O:41])[C:24]=2[C:23]=1[CH3:42].O. Product: [C:3]([OH:5])(=[O:4])[CH:2]([CH2:6][C:7]([OH:9])=[O:8])[OH:1].[F:10][C:11]1[CH:12]=[C:13]2[C:17](=[CH:18][CH:19]=1)[NH:16][C:15](=[O:20])/[C:14]/2=[CH:21]\[C:22]1[NH:30][C:29]2[CH2:28][CH2:27][N:26]([CH2:31][C@H:32]([OH:40])[CH2:33][N:34]3[CH2:35][CH2:36][O:37][CH2:38][CH2:39]3)[C:25](=[O:41])[C:24]=2[C:23]=1[CH3:42]. The catalyst class is: 449. (9) Reactant: [F:1][C:2]1[CH:3]=[C:4]2[C:8](=[CH:9][CH:10]=1)[NH:7][C:6](=[O:11])[C:5]2=[N:12][N:13]=[CH:14][C:15]1[CH:31]=[CH:30][C:18]([C:19]([NH:21][CH2:22][CH2:23][CH2:24][CH2:25][CH2:26][C:27]([OH:29])=O)=[O:20])=[CH:17][CH:16]=1.Cl.C(N=C=NCCCN(C)C)C.O[C:45]1[C:53]2[N:52]=N[NH:50][C:49]=2[CH:48]=[CH:47][CH:46]=1.C(N(CC)CC)C.C1(N)C=CC=CC=1N. Product: [F:1][C:2]1[CH:3]=[C:4]2[C:8](=[CH:9][CH:10]=1)[NH:7][C:6](=[O:11])[C:5]2=[N:12][N:13]=[CH:14][C:15]1[CH:16]=[CH:17][C:18]([C:19]([NH:21][CH2:22][CH2:23][CH2:24][CH2:25][CH2:26][C:27]([NH:50][C:49]2[CH:48]=[CH:47][CH:46]=[CH:45][C:53]=2[NH2:52])=[O:29])=[O:20])=[CH:30][CH:31]=1. The catalyst class is: 650. (10) Reactant: [H-].[Na+].[CH3:3][C:4]1[CH:5]=[C:6]([OH:11])[CH:7]=[CH:8][C:9]=1[CH3:10].[Cl:12][C:13]1[CH:18]=[C:17](Cl)[N:16]=[CH:15][N:14]=1.O. Product: [Cl:12][C:13]1[CH:18]=[C:17]([O:11][C:6]2[CH:7]=[CH:8][C:9]([CH3:10])=[C:4]([CH3:3])[CH:5]=2)[N:16]=[CH:15][N:14]=1. The catalyst class is: 31.